From a dataset of Forward reaction prediction with 1.9M reactions from USPTO patents (1976-2016). Predict the product of the given reaction. (1) Given the reactants [N:1]1([C:7](OC(C)(C)C)=O)[CH2:6][CH2:5][NH:4][CH2:3][CH2:2]1.CCN(C(C)C)C(C)C.[Cl:23][C:24]1[CH:29]=C(Cl)[N:27]=[CH:26][N:25]=1, predict the reaction product. The product is: [Cl:23][C:24]1[CH:29]=[C:7]([N:1]2[CH2:2][CH2:3][NH:4][CH2:5][CH2:6]2)[N:27]=[CH:26][N:25]=1. (2) Given the reactants [F:1][C:2]([F:30])([F:29])[C:3]1[CH:4]=[C:5]([NH:13][C:14]([N:16]2[CH2:21][CH2:20][N:19]([C:22]3[C:27](Cl)=[N:26][CH:25]=[CH:24][N:23]=3)[CH2:18][CH2:17]2)=[O:15])[CH:6]=[C:7]([C:9]([F:12])([F:11])[F:10])[CH:8]=1.Cl.[C:32]([C:34]1[CH:39]=[CH:38][N:37]=[CH:36][CH:35]=1)#[CH:33].C1(P(C2C=CC=CC=2)C2C=CC=CC=2)C=CC=CC=1.C(N(CC)CC)C, predict the reaction product. The product is: [F:1][C:2]([F:30])([F:29])[C:3]1[CH:4]=[C:5]([NH:13][C:14]([N:16]2[CH2:21][CH2:20][N:19]([C:22]3[C:27]([C:33]#[C:32][C:34]4[CH:39]=[CH:38][N:37]=[CH:36][CH:35]=4)=[N:26][CH:25]=[CH:24][N:23]=3)[CH2:18][CH2:17]2)=[O:15])[CH:6]=[C:7]([C:9]([F:12])([F:11])[F:10])[CH:8]=1. (3) Given the reactants Cl.[Cl:2][C:3]1[C:8]([C:9]([F:12])([F:11])[F:10])=[CH:7][CH:6]=[CH:5][C:4]=1[NH:13][NH2:14].Cl.[C:16]1(NN)[CH:21]=[CH:20][CH:19]=[CH:18][CH:17]=1.C1(C(N)=O)C2C(=CC=CC=2)CC1.C1(C)C=CC=CC=1CC(N)=O.[CH:47]([NH:49][C:50](=O)[CH2:51][C:52]1C=CC=C[CH:53]=1)=O, predict the reaction product. The product is: [Cl:2][C:3]1[C:8]([C:9]([F:12])([F:11])[F:10])=[CH:7][CH:6]=[CH:5][C:4]=1[N:13]1[C:50]([CH:51]2[C:21]3[C:16](=[CH:17][CH:18]=[CH:19][CH:20]=3)[CH2:53][CH2:52]2)=[N:49][CH:47]=[N:14]1. (4) The product is: [Si:1]([O:18][CH2:19][C:20]1[C:25]([N:26]2[CH2:31][C@H:30]([CH3:32])[O:29][C@H:28]([CH3:33])[CH2:27]2)=[C:24]([F:34])[C:23]([F:35])=[C:22]([C:39]([C:41]2[CH:45]=[C:44]([CH3:46])[O:43][N:42]=2)=[O:40])[CH:21]=1)([C:14]([CH3:16])([CH3:17])[CH3:15])([C:2]1[CH:7]=[CH:6][CH:5]=[CH:4][CH:3]=1)[C:8]1[CH:13]=[CH:12][CH:11]=[CH:10][CH:9]=1. Given the reactants [Si:1]([O:18][CH2:19][C:20]1[C:25]([N:26]2[CH2:31][C@H:30]([CH3:32])[O:29][C@H:28]([CH3:33])[CH2:27]2)=[C:24]([F:34])[C:23]([F:35])=[CH:22][CH:21]=1)([C:14]([CH3:17])([CH3:16])[CH3:15])([C:8]1[CH:13]=[CH:12][CH:11]=[CH:10][CH:9]=1)[C:2]1[CH:7]=[CH:6][CH:5]=[CH:4][CH:3]=1.CON(C)[C:39]([C:41]1[CH:45]=[C:44]([CH3:46])[O:43][N:42]=1)=[O:40], predict the reaction product. (5) The product is: [Cl:1][C:2]1[N:11]=[C:10]([C:19]([O:21][CH2:22][CH3:23])=[CH2:20])[C:9]2[C:4](=[C:5]([F:13])[CH:6]=[CH:7][CH:8]=2)[N:3]=1. Given the reactants [Cl:1][C:2]1[N:11]=[C:10](Cl)[C:9]2[C:4](=[C:5]([F:13])[CH:6]=[CH:7][CH:8]=2)[N:3]=1.C([Sn](CCCC)(CCCC)[C:19]([O:21][CH2:22][CH3:23])=[CH2:20])CCC, predict the reaction product. (6) The product is: [ClH:21].[Cl:21][C:22]1[CH:23]=[C:24]([N:29]2[CH2:34][CH2:33][N:32]([CH2:15][CH2:14][CH2:13][CH2:12][CH:5]3[C:4]4[C:8](=[CH:9][CH:10]=[C:2]([F:1])[CH:3]=4)[NH:7][C:6]3=[O:11])[CH2:31][CH2:30]2)[CH:25]=[CH:26][C:27]=1[F:28]. Given the reactants [F:1][C:2]1[CH:3]=[C:4]2[C:8](=[CH:9][CH:10]=1)[NH:7][C:6](=[O:11])[CH:5]2[CH2:12][CH2:13][CH2:14][CH2:15]OS(C)(=O)=O.[Cl:21][C:22]1[CH:23]=[C:24]([N:29]2[CH2:34][CH2:33][NH:32][CH2:31][CH2:30]2)[CH:25]=[CH:26][C:27]=1[F:28], predict the reaction product.